This data is from Forward reaction prediction with 1.9M reactions from USPTO patents (1976-2016). The task is: Predict the product of the given reaction. Given the reactants Cl[C:2]1[N:9]=[CH:8][CH:7]=[C:6]([C:10]2[CH:19]=[CH:18][C:17]3[C:12](=[CH:13][CH:14]=[C:15]([N:20]([CH3:22])[CH3:21])[CH:16]=3)[CH:11]=2)[C:3]=1[C:4]#[N:5].[CH3:23][O-:24].[Na+], predict the reaction product. The product is: [CH3:21][N:20]([CH3:22])[C:15]1[CH:16]=[C:17]2[C:12](=[CH:13][CH:14]=1)[CH:11]=[C:10]([C:6]1[C:3]([C:4]#[N:5])=[C:2]([O:24][CH3:23])[N:9]=[CH:8][CH:7]=1)[CH:19]=[CH:18]2.